This data is from Drug-target binding data from BindingDB using IC50 measurements. The task is: Regression. Given a target protein amino acid sequence and a drug SMILES string, predict the binding affinity score between them. We predict pIC50 (pIC50 = -log10(IC50 in M); higher means more potent). Dataset: bindingdb_ic50. (1) The drug is CC(=O)N[C@@H](/C=C/C(C)=C/CCCc1ccccc1)[C@H](C)C(=O)N[C@H](C)C(=O)O. The target protein (O75688) has sequence MGAFLDKPKTEKHNAHGAGNGLRYGLSSMQGWRVEMEDAHTAVVGIPHGLEDWSFFAVYDGHAGSRVANYCSTHLLEHITTNEDFRAAGKSGSALELSVENVKNGIRTGFLKIDEYMRNFSDLRNGMDRSGSTAVGVMISPKHIYFINCGDSRAVLYRNGQVCFSTQDHKPCNPREKERIQNAGGSVMIQRVNGSLAVSRALGDYDYKCVDGKGPTEQLVSPEPEVYEILRAEEDEFIILACDGIWDVMSNEELCEYVKSRLEVSDDLENVCNWVVDTCLHKGSRDNMSIVLVCFSNAPKVSDEAVKKDSELDKHLESRVEEIMEKSGEEGMPDLAHVMRILSAENIPNLPPGGGLAGKRNVIEAVYSRLNPHRESDGASDEAEESGSQGKLVEALRQMRINHRGNYRQLLEEMLTSYRLAKVEGEESPAEPAATATSSNSDAGNPVTMQESHTESESGLAELDSSNEDAGTKMSGEKI. The pIC50 is 4.0. (2) The small molecule is CCc1cccc(NC(=O)N2CCc3nc(-c4ccc[n+]([O-])c4)nc(-c4ccccc4C)c3C2)c1. The target protein (Q9ESG6) has sequence MNNSTTTDPPNQPCSWNTLITKQIIPVLYGMVFITGLLLNGISGWIFFYVPSSKSFIIYLKNIVVADFLMGLTFPFKVLGDSGLGPWQVNVFVCRVSAVIFYVNMYVSIVFFGLISFDRYYKIVKPLLTSIVQSVNYSKLLSVLVWMLMLLLAVPNIILTNQGVKEVTKIQCMELKNELGRKWHKASNYIFVSIFWVVFLLLIVFYTAITRKIFKSHLKSRKNSTSVKRKSSRNIFSIVLVFVVCFVPYHIARIPYTKSQTEGHYSCRTKETLLYAKEFTLLLSAANVCLDPIIYFFLCQPFREVLNKKLHMSLKVQNDLEVSKTKRENAIHESTDTL. The pIC50 is 5.5. (3) The small molecule is CSCCNC(=O)c1ccc2c(c1)C(=O)c1ccc(Nc3ccc(F)cc3F)cc1CC2. The pIC50 is 7.4. The target protein sequence is MSQERPTFYRQELNKTIWEVPERYQNLSPVGSGAYGSVCAAFDTKTGLRVAVKKLSRPFQSIIHAKRTYRELRLLKHMKHENVIGLLDVFTPARSLEEFNDVYLVTHLMGADLNNIVKCQKLTDDHVQFLIYQILRGLKYIHSADIIHRDLKPSNLAVNEDCELKILDFGLARHTDDEMTGYVATRWYRAPEIMLNWMHYNQTVDIWSVGCIMAELLTGRTLFPGTDHIDQLKLILRLVGTPGAELLKKISSESARNYIQSLTQMPKMNFANVFIGANPLAVDLLEKMLVLDSDKRITAAQALAHAYFAQYHDPDDEPVADPYDQSFESRDLLIDEWKSLTYDEVISFVPPPLDQEEMES. (4) The target protein (P34913) has sequence MTLRAAVFDLDGVLALPAVFGVLGRTEEALALPRGLLNDAFQKGGPEGATTRLMKGEITLSQWIPLMEENCRKCSETAKVCLPKNFSIKEIFDKAISARKINRPMLQAALMLRKKGFTTAILTNTWLDDRAERDGLAQLMCELKMHFDFLIESCQVGMVKPEPQIYKFLLDTLKASPSEVVFLDDIGANLKPARDLGMVTILVQDTDTALKELEKVTGIQLLNTPAPLPTSCNPSDMSHGYVTVKPRVRLHFVELGSGPAVCLCHGFPESWYSWRYQIPALAQAGYRVLAMDMKGYGESSAPPEIEEYCMEVLCKEMVTFLDKLGLSQAVFIGHDWGGMLVWYMALFYPERVRAVASLNTPFIPANPNMSPLESIKANPVFDYQLYFQEPGVAEAELEQNLSRTFKSLFRASDESVLSMHKVCEAGGLFVNSPEEPSLSRMVTEEEIQFYVQQFKKSGFRGPLNWYRNMERNWKWACKSLGRKILIPALMVTAEKDFVLV.... The compound is O=C(NCCCCCCCCCCCC(=O)OC12CC3CC(CC(C3)C1)C2)NC12CC3CC(CC(C3)C1)C2. The pIC50 is 6.6. (5) The small molecule is CSCC[C@H](NC(=O)[C@H](CC(C)C)NC(=O)CNC(=O)[C@H](Cc1ccccc1)NC(=O)[C@H](NC(=O)[C@H](CCC(N)=O)NC(=O)[C@H](CCC(N)=O)NC(=O)[C@H]1CCCN1C(=O)[C@H](CCCCN)NC(=O)[C@@H]1CCCN1C(=O)[C@@H](N)CCCNC(=N)N)C1Cc2ccccc2C1)C(N)=O. The target protein (P16177) has sequence MASVPRGENWTDGTVEVGTHTGNLSSALGVTEWLALQAGNFSSALGLPATTQAPSQVRANLTNQFVQPSWRIALWSLAYGLVVAVAVFGNLIVIWIILAHKRMRTVTNYFLVNLAFSDASVAAFNTLINFIYGLHSEWYFGANYCRFQNFFPITAVFASIYSMTAIAVDRYMAIIDPLKPRLSATATKIVIGSIWILAFLLAFPQCLYSKIKVMPGRTLCYVQWPEGPKQHFTYHIIVIILVYCFPLLIMGVTYTIVGITLWGGEIPGDTCDKYHEQLKAKRKVVKMMIIVVVTFAICWLPYHVYFILTAIYQQLNRWKYIQQVYLASFWLAMSSTMYNPIIYCCLNKRFRAGFKRAFRWCPFIQVSSYDELELKTTRFHPTRQSSLYTVSRMESVTVLFDPNDGDPTKSSRKKRAVPRDPSANGCSHRGSKSASTTSSFISSPYTSVDEYS. The pIC50 is 5.0. (6) The drug is Cc1ccncc1-c1cccc2c1ncn2CC(F)(F)F. The target protein (Q2XVA1) has sequence MWELVALLLLTLAYLFWPKRRCPGAKYPKSLLSLPLVGSLPFLPRHGHMHNNFFKLQKKYGPIYSVRMGTKTTVIVGHHQLAKEVLIKKGKDFSGRPQVTTLDILSNNRKGIAFADYGAHWQLHRRLAMATFALFKDGDQKLEKIICQEISTLCDMLATHNGQTIDISFPVFVAITNVISLICFNISYKNGDPELKIVHNYNEGIIDSLGKESLVDLFPWLKVFPNKTLEKLKRHVKTRNDLLTKIFENYKEKFHSDSITNMLDVLMQAKMNSDNGNAGPDQDSELLSDNHILTTIGDIFGAGVETTTSVVKWIVAFLLHNPQVKKKLYEEIDQNVGFSRTPTISDRNRLLLLEATIREVLRIRPVAPMLIPHKANVDSSIGEFAVDKGTHVIINLWALHHNEKEWHQPDQFMPERFLNPAGTQLISPSLSYLPFGAGPRSCIGEILARQELFLIMAWLLQRFDLEVPDDGQLPSLEGNPKVVFLIDSFKVKIKVRQAWR.... The pIC50 is 8.7. (7) The compound is COc1ccnc(C[C@](O)(C(=O)O)[C@@H](N)CC(C)C)c1C. The target protein (P97629) has sequence METFTNDRLQLPRNMIENSMFEEEPDVVDLAKEPCLHPLEPDEVEYEPRGSRLLVRGLGEHEMDEDEEDYESSAKLLGMSFMNRSSGLRNSATGYRQSPDGTCSVPSARTLVICVFVIVVAVSVIMVIYLLPRCTFTKEGCHKTNQSAELIQPIATNGKVFPWAQIRLPTAIIPQRYELSLHPNLTSMTFRGSVTISLQALQDTRDIILHSTGHNISSVTFMSAVSSQEKQVEILEYPYHEQIAVVAPESLLTGHNYTLKIEYSANISNSYYGFYGITYTDKSNEKKNFAATQFEPLAARSAFPCFDEPAFKATFIIKITRDEHHTALSNMPKKSSVPTEEGLIQDEFSESVKMSTYLVAFIVGEMRNLSQDVNGTLVSVYAVPEKIDQVYHALDTTVKLLEFYQNYFEIQYPLKKLDLVAIPDFEAGAMENWGLLTFREETLLYDNATSSVADRKLVTKIIAHELAHQWFGNLVTMQWWNDLWLNEGFATFMEYFSVEK.... The pIC50 is 6.6. (8) The compound is O=c1c(O)c(-c2ccc(O)cc2O)oc2cc(O)cc(O)c12. The pIC50 is 3.7. The target protein (P29372) has sequence MVTPALQMKKPKQFCRRMGQKKQRPARAGQPHSSSDAAQAPAEQPHSSSDAAQAPCPRERCLGPPTTPGPYRSIYFSSPKGHLTRLGLEFFDQPAVPLARAFLGQVLVRRLPNGTELRGRIVETEAYLGPEDEAAHSRGGRQTPRNRGMFMKPGTLYVYIIYGMYFCMNISSQGDGACVLLRALEPLEGLETMRQLRSTLRKGTASRVLKDRELCSGPSKLCQALAINKSFDQRDLAQDEAVWLERGPLEPSEPAVVAAARVGVGHAGEWARKPLRFYVRGSPWVSVVDRVAEQDTQA. (9) The small molecule is O=C(NCCC1CCN(Cc2ccccc2)CC1)Nc1ccccc1. The target protein (P37136) has sequence MRPPWYPLHTPSLASPLLFLLLSLLGGGARAEGREDPQLLVRVRGGQLRGIRLKAPGGPVSAFLGIPFAEPPVGSRRFMPPEPKRPWSGILDATTFQNVCYQYVDTLYPGFEGTEMWNPNRELSEDCLYLNVWTPYPRPTSPTPVLIWIYGGGFYSGASSLDVYDGRFLAQVEGTVLVSMNYRVGTFGFLALPGSREAPGNVGLLDQRLALQWVQENIAAFGGDPMSVTLFGESAGAASVGMHILSLPSRSLFHRAVLQSGTPNGPWATVSAGEARRRATLLARLVGCPPGGAGGNDTELISCLRTRPAQDLVDHEWHVLPQESIFRFSFVPVVDGDFLSDTPDALINTGDFQDLQVLVGVVKDEGSYFLVYGVPGFSKDNESLISRAQFLAGVRIGVPQASDLAAEAVVLHYTDWLHPEDPAHLRDAMSAVVGDHNVVCPVAQLAGRLAAQGARVYAYIFEHRASTLTWPLWMGVPHGYEIEFIFGLPLDPSLNYTVEE.... The pIC50 is 6.0. (10) The drug is Cc1nc(N=Nc2ccc(S(=O)(=O)O)cc2S(=O)(=O)O)c(COP(=O)(O)O)c(C=O)c1O. The target protein sequence is MASAVAAALVSWGFLDYKTEKYVMTRNCWVGISQRLLQLGVVVYVIGWALLAKKGYQEWDMDPQISVITKLKGVSVTQVKELEKRLWDVADFVRPSQGENVFFLVTNFLVTPAQVQGRCPEHPSVPLANCWADEDCPEGEMGTYSHGIKTGQCVAFNGTHRTCEIWSWCPVESSAVPRKPLLAQAKNFTLFIKNTVTFNKFNFSRTNALDTWDNTYFKYCLYDSLSSPYCPVFRIGDLVAMTGGDFEDLALLGGAVGINIHWDCNLDTKGSDCSPQYSFQLQERGYNFRTANYWWAASGVESRSLLKLYGIRFDILVTGQAGKFALIPTAITVGTGAAWLGMVTFLCDLLLLYVDREAGFYWRTKYEEARAPKATTNSA. The pIC50 is 5.7.